Dataset: NCI-60 drug combinations with 297,098 pairs across 59 cell lines. Task: Regression. Given two drug SMILES strings and cell line genomic features, predict the synergy score measuring deviation from expected non-interaction effect. Drug 1: CC1=C2C(C(=O)C3(C(CC4C(C3C(C(C2(C)C)(CC1OC(=O)C(C(C5=CC=CC=C5)NC(=O)OC(C)(C)C)O)O)OC(=O)C6=CC=CC=C6)(CO4)OC(=O)C)OC)C)OC. Drug 2: C1CN(P(=O)(OC1)NCCCl)CCCl. Cell line: HCC-2998. Synergy scores: CSS=67.3, Synergy_ZIP=14.5, Synergy_Bliss=12.1, Synergy_Loewe=-26.6, Synergy_HSA=11.4.